Task: Predict the product of the given reaction.. Dataset: Forward reaction prediction with 1.9M reactions from USPTO patents (1976-2016) (1) The product is: [C:3]([O:7][C:8]([N:10]([C:11]1[CH:16]=[C:15]([CH2:17][O:18][Si:19]([C:22]([CH3:25])([CH3:24])[CH3:23])([CH3:20])[CH3:21])[CH:14]=[CH:13][N:12]=1)[CH3:26])=[O:9])([CH3:6])([CH3:5])[CH3:4]. Given the reactants [H-].[Na+].[C:3]([O:7][C:8]([NH:10][C:11]1[CH:16]=[C:15]([CH2:17][O:18][Si:19]([C:22]([CH3:25])([CH3:24])[CH3:23])([CH3:21])[CH3:20])[CH:14]=[CH:13][N:12]=1)=[O:9])([CH3:6])([CH3:5])[CH3:4].[CH3:26]I.O, predict the reaction product. (2) Given the reactants N1(C2C=CC=CN=2)CCC(N[C:8]([N:10]2[CH:14]=[CH:13][N:12]=[CH:11]2)=[O:9])CC1.Cl.Cl.[N:23]1([C:39]2[CH:44]=[CH:43][CH:42]=[CH:41][N:40]=2)[CH2:28][CH2:27][CH:26]([NH:29][C:30]([N:32]2[CH2:37][CH2:36][CH:35]([NH2:38])[CH2:34][CH2:33]2)=[O:31])[CH2:25][CH2:24]1, predict the reaction product. The product is: [N:23]1([C:39]2[CH:44]=[CH:43][CH:42]=[CH:41][N:40]=2)[CH2:28][CH2:27][CH:26]([NH:29][C:30]([N:32]2[CH2:37][CH2:36][CH:35]([NH:38][C:8]([N:10]3[CH:14]=[CH:13][N:12]=[CH:11]3)=[O:9])[CH2:34][CH2:33]2)=[O:31])[CH2:25][CH2:24]1. (3) Given the reactants [OH:1][C:2]1[CH:3]=[C:4]([CH2:9][CH2:10][C:11]([NH:13][C:14]2[CH:23]=[CH:22][C:17]([C:18](OC)=[O:19])=[CH:16][CH:15]=2)=[O:12])[CH:5]=[CH:6][C:7]=1[OH:8].O.[NH2:25][NH2:26], predict the reaction product. The product is: [OH:1][C:2]1[CH:3]=[C:4]([CH2:9][CH2:10][C:11]([NH:13][C:14]2[CH:23]=[CH:22][C:17]([C:18]([NH:25][NH2:26])=[O:19])=[CH:16][CH:15]=2)=[O:12])[CH:5]=[CH:6][C:7]=1[OH:8]. (4) The product is: [OH:2][CH2:3][CH2:4][NH:5][S:6]([C:9]1[CH:10]=[CH:11][C:12]([CH2:13][NH:14][C:15]([C:17]2[C:18]3[CH:19]=[N:20][N:21]([C:26]4[CH:31]=[CH:30][C:29]([F:32])=[CH:28][CH:27]=4)[C:22]=3[CH:23]=[CH:24][CH:25]=2)=[O:16])=[CH:33][CH:34]=1)(=[O:8])=[O:7]. Given the reactants C[O:2][CH2:3][CH2:4][NH:5][S:6]([C:9]1[CH:34]=[CH:33][C:12]([CH2:13][NH:14][C:15]([C:17]2[C:18]3[CH:19]=[N:20][N:21]([C:26]4[CH:31]=[CH:30][C:29]([F:32])=[CH:28][CH:27]=4)[C:22]=3[CH:23]=[CH:24][CH:25]=2)=[O:16])=[CH:11][CH:10]=1)(=[O:8])=[O:7].B(Br)(Br)Br, predict the reaction product. (5) Given the reactants [O:1]=[C:2]1[CH:10]([C:11]2[C:16]3=[C:17]([O:31][CH3:32])[C:18]([C:20]([NH:22][CH2:23][CH2:24][CH2:25][N:26]4[CH:30]=NC=N4)=[O:21])=[CH:19][N:15]3[N:14]=[CH:13][N:12]=2)[C:9]2[C:4](=[CH:5][CH:6]=[CH:7][CH:8]=2)[NH:3]1.N1(CCCN)C[CH2:37][O:36][CH2:35][CH2:34]1, predict the reaction product. The product is: [O:1]=[C:2]1[CH:10]([C:11]2[C:16]3=[C:17]([O:31][CH3:32])[C:18]([C:20]([NH:22][CH2:23][CH2:24][CH2:25][N:26]4[CH2:30][CH2:37][O:36][CH2:35][CH2:34]4)=[O:21])=[CH:19][N:15]3[N:14]=[CH:13][N:12]=2)[C:9]2[C:4](=[CH:5][CH:6]=[CH:7][CH:8]=2)[NH:3]1. (6) Given the reactants Br[C:2]1[CH:7]=[CH:6][C:5]([N+:8]([O-:10])=[O:9])=[CH:4][CH:3]=1.[C:11]([O:15][CH2:16][CH2:17][CH2:18][CH3:19])(=[O:14])[CH:12]=[CH2:13], predict the reaction product. The product is: [CH2:16]([O:15][C:11](=[O:14])[CH:12]=[CH:13][C:2]1[CH:7]=[CH:6][C:5]([N+:8]([O-:10])=[O:9])=[CH:4][CH:3]=1)[CH2:17][CH2:18][CH3:19]. (7) Given the reactants [CH3:1][C:2]1[C:7]([OH:8])=[C:6]([C:9]2[CH:14]=[CH:13][N:12]=[CH:11][CH:10]=2)[CH:5]=[CH:4][CH:3]=1.[F:15][C:16]([F:29])([F:28])[S:17](O[S:17]([C:16]([F:29])([F:28])[F:15])(=[O:19])=[O:18])(=[O:19])=[O:18], predict the reaction product. The product is: [CH3:1][C:2]1[CH:3]=[CH:4][CH:5]=[C:6]([C:9]2[CH:14]=[CH:13][N:12]=[CH:11][CH:10]=2)[C:7]=1[O:8][S:17]([C:16]([F:29])([F:28])[F:15])(=[O:19])=[O:18].